From a dataset of Catalyst prediction with 721,799 reactions and 888 catalyst types from USPTO. Predict which catalyst facilitates the given reaction. (1) Reactant: [F:1][C:2]1([F:56])[CH2:7][CH2:6][CH:5]([C:8]2[C:17]3[CH:16]([O:18][CH2:19][C:20]4[CH:25]=[CH:24][C:23]([O:26][CH3:27])=[CH:22][CH:21]=4)[CH2:15][C:14]([CH3:29])([CH3:28])[CH2:13][C:12]=3[N:11]=[C:10]([CH:30]3[CH2:35][CH2:34][N:33]([C:36]4[N:41]=[CH:40][C:39]([CH:42]=[O:43])=[CH:38][N:37]=4)[CH2:32][CH2:31]3)[C:9]=2[CH:44]([F:55])[C:45]2[CH:50]=[CH:49][C:48]([C:51]([F:54])([F:53])[F:52])=[CH:47][CH:46]=2)[CH2:4][CH2:3]1.[BH4-].[Na+]. Product: [F:56][C:2]1([F:1])[CH2:7][CH2:6][CH:5]([C:8]2[C:17]3[CH:16]([O:18][CH2:19][C:20]4[CH:21]=[CH:22][C:23]([O:26][CH3:27])=[CH:24][CH:25]=4)[CH2:15][C:14]([CH3:28])([CH3:29])[CH2:13][C:12]=3[N:11]=[C:10]([CH:30]3[CH2:31][CH2:32][N:33]([C:36]4[N:41]=[CH:40][C:39]([CH2:42][OH:43])=[CH:38][N:37]=4)[CH2:34][CH2:35]3)[C:9]=2[CH:44]([F:55])[C:45]2[CH:46]=[CH:47][C:48]([C:51]([F:52])([F:54])[F:53])=[CH:49][CH:50]=2)[CH2:4][CH2:3]1. The catalyst class is: 199. (2) Reactant: [Cl:1][C:2]1[CH:3]=[C:4]2[C:10]3([CH2:15][CH2:14][N:13]([C:16]([O:18][C:19]([CH3:22])([CH3:21])[CH3:20])=[O:17])[CH2:12][CH2:11]3)[CH2:9][N:8]([C:23]3[C:24]4[C@H:31]([CH3:32])[CH2:30][C@@H:29]([O:33]C(=O)C5C=CC([N+]([O-])=O)=CC=5)[C:25]=4[N:26]=[CH:27][N:28]=3)[C:5]2=[CH:6][CH:7]=1.O[Li].O. Product: [Cl:1][C:2]1[CH:3]=[C:4]2[C:10]3([CH2:11][CH2:12][N:13]([C:16]([O:18][C:19]([CH3:22])([CH3:21])[CH3:20])=[O:17])[CH2:14][CH2:15]3)[CH2:9][N:8]([C:23]3[C:24]4[C@H:31]([CH3:32])[CH2:30][C@@H:29]([OH:33])[C:25]=4[N:26]=[CH:27][N:28]=3)[C:5]2=[CH:6][CH:7]=1. The catalyst class is: 20. (3) Reactant: Br[CH:2]([CH2:19][CH3:20])[C:3]([NH:5][C:6]1[S:7][C:8]([CH2:11][C:12]2[CH:17]=[CH:16][CH:15]=[CH:14][C:13]=2[Cl:18])=[CH:9][N:10]=1)=[O:4].[CH2:21]([NH2:23])[CH3:22]. Product: [Cl:18][C:13]1[CH:14]=[CH:15][CH:16]=[CH:17][C:12]=1[CH2:11][C:8]1[S:7][C:6]([NH:5][C:3](=[O:4])[CH:2]([NH:23][CH2:21][CH3:22])[CH2:19][CH3:20])=[N:10][CH:9]=1. The catalyst class is: 348.